This data is from Reaction yield outcomes from USPTO patents with 853,638 reactions. The task is: Predict the reaction yield, written as a fraction of the theoretical maximum amount of product (1.0 means a 100% yield; for example, 0.34 means a 34% yield). The reactants are [C:1]([O:5][C:6]([N:8]1[CH2:15][CH:14]2[CH:10]([CH2:11][CH:12]([C:16](=[O:19])[CH2:17]Br)[CH2:13]2)[CH2:9]1)=[O:7])([CH3:4])([CH3:3])[CH3:2].[CH3:20][OH:21]. The catalyst is FC(F)(F)S([O-])(=O)=O.[Ag+].C(=O)([O-])[O-].[Ag+2]. The product is [C:1]([O:5][C:6]([N:8]1[CH2:15][CH:14]2[CH:10]([CH2:11][CH:12]([C:16](=[O:19])[CH2:17][O:21][CH3:20])[CH2:13]2)[CH2:9]1)=[O:7])([CH3:4])([CH3:3])[CH3:2]. The yield is 0.610.